From a dataset of Reaction yield outcomes from USPTO patents with 853,638 reactions. Predict the reaction yield, written as a fraction of the theoretical maximum amount of product (1.0 means a 100% yield; for example, 0.34 means a 34% yield). (1) The reactants are Cl[C:2]1[C:11]2[C:6](=[CH:7][C:8]([O:12]C)=[CH:9][CH:10]=2)[N:5]=[CH:4][C:3]=1[C:14]([O:16][CH2:17][CH3:18])=[O:15].OC1C2C(=CC(OC)=CC=2)N=CC=1C(OCC)=O.C(Cl)(=O)C(Cl)=O.C([O-])(O)=O.[Na+]. The catalyst is C(Cl)(Cl)Cl.CN(C=O)C. The product is [OH:12][C:8]1[CH:7]=[C:6]2[C:11]([CH:2]=[C:3]([C:14]([O:16][CH2:17][CH3:18])=[O:15])[CH:4]=[N:5]2)=[CH:10][CH:9]=1. The yield is 0.920. (2) The reactants are Br[C:2]1[CH:23]=[CH:22][C:5]2[C:6]3[N:10]([CH2:11][CH2:12][O:13][C:4]=2[CH:3]=1)[CH:9]=[C:8]([C:14]1[N:15]([CH:19]([CH3:21])[CH3:20])[N:16]=[CH:17][N:18]=1)[N:7]=3.[NH2:24][CH2:25][C:26]([OH:28])=[O:27].O[C@H:30]1CN[C@H](C(O)=O)C1.P([O-])([O-])([O-])=O.[K+].[K+].[K+]. The catalyst is CS(C)=O.[Cu]I. The yield is 0.390. The product is [CH3:30][O:27][C:26](=[O:28])[CH2:25][NH:24][C:2]1[CH:23]=[CH:22][C:5]2[C:6]3[N:10]([CH2:11][CH2:12][O:13][C:4]=2[CH:3]=1)[CH:9]=[C:8]([C:14]1[N:15]([CH:19]([CH3:21])[CH3:20])[N:16]=[CH:17][N:18]=1)[N:7]=3. (3) The reactants are [CH:1]([C:3]1[CH:18]=[CH:17][C:6]([O:7][C:8]2[CH:16]=[CH:15][C:11]([C:12]([NH2:14])=[O:13])=[CH:10][CH:9]=2)=[CH:5][CH:4]=1)=O.[CH2:19]([NH2:27])[CH2:20][C:21]1[CH:26]=[CH:25][CH:24]=[CH:23][CH:22]=1.[BH4-].[Na+]. The catalyst is CO. The product is [CH2:19]([NH:27][CH2:1][C:3]1[CH:18]=[CH:17][C:6]([O:7][C:8]2[CH:16]=[CH:15][C:11]([C:12]([NH2:14])=[O:13])=[CH:10][CH:9]=2)=[CH:5][CH:4]=1)[CH2:20][C:21]1[CH:26]=[CH:25][CH:24]=[CH:23][CH:22]=1. The yield is 0.930. (4) The product is [F:35][C:30]1[C:29]([C:19]2[CH:20]=[C:21]3[C@:22]4([N:27]=[C:26]([NH2:28])[CH2:25][O:24][CH2:23]4)[C:11]4[C:12](=[N:13][CH:14]=[C:9]([N:5]5[CH2:6][CH2:7][C@@H:3]([F:2])[CH2:4]5)[CH:10]=4)[O:15][C:16]3=[CH:17][CH:18]=2)=[CH:34][CH:33]=[CH:32][N:31]=1. The reactants are Cl.[F:2][C@@H:3]1[CH2:7][CH2:6][NH:5][CH2:4]1.Br[C:9]1[CH:10]=[C:11]2[C@@:22]3([N:27]=[C:26]([NH2:28])[CH2:25][O:24][CH2:23]3)[C:21]3[C:16](=[CH:17][CH:18]=[C:19]([C:29]4[C:30]([F:35])=[N:31][CH:32]=[CH:33][CH:34]=4)[CH:20]=3)[O:15][C:12]2=[N:13][CH:14]=1.[Li+].C[Si]([N-][Si](C)(C)C)(C)C. The yield is 0.353. The catalyst is CC(OC1C=CC=C(OC(C)C)C=1C1C(P(C2CCCCC2)C2CCCCC2)=CC=CC=1)C.CC(OC)(C)C.C1C=[C-]C(CCN)=CC=1.Cl[Pd+].C1COCC1. (5) The catalyst is N1C=CC=CC=1. The reactants are [Br:1][C:2]1[CH:7]=[C:6]([Cl:8])[C:5]([S:9](Cl)(=[O:11])=[O:10])=[C:4]([Cl:13])[CH:3]=1.[NH2:14][C:15]1[C:16]([CH3:21])=[N:17][O:18][C:19]=1[CH3:20]. The yield is 0.490. The product is [Br:1][C:2]1[CH:7]=[C:6]([Cl:8])[C:5]([S:9]([NH:14][C:15]2[C:16]([CH3:21])=[N:17][O:18][C:19]=2[CH3:20])(=[O:11])=[O:10])=[C:4]([Cl:13])[CH:3]=1. (6) The reactants are [N:1]1[C:2]([CH2:10][N:11]([CH3:22])[C@@H:12]2[C:21]3[N:20]=[CH:19][CH:18]=[CH:17][C:16]=3[CH2:15][CH2:14][CH2:13]2)=[CH:3][N:4]2[CH:9]=[CH:8][CH:7]=[CH:6][C:5]=12.[CH3:23][NH:24][CH2:25][CH:26]([CH3:28])[CH3:27].[CH3:29]N(CC1N=C2C=CC=CN2C=1CN1CCOCC1)[C@@H]1C2N=CC=CC=2CCC1. No catalyst specified. The product is [CH3:22][N:11]([CH2:10][C:2]1[N:1]=[C:5]2[CH:6]=[CH:7][CH:8]=[CH:9][N:4]2[C:3]=1[CH2:23][N:24]([CH3:29])[CH2:25][CH:26]([CH3:28])[CH3:27])[C@@H:12]1[C:21]2[N:20]=[CH:19][CH:18]=[CH:17][C:16]=2[CH2:15][CH2:14][CH2:13]1. The yield is 0.700.